From a dataset of Full USPTO retrosynthesis dataset with 1.9M reactions from patents (1976-2016). Predict the reactants needed to synthesize the given product. (1) Given the product [Br:1][C:7]1[N:6]=[C:5]([CH3:30])[N:4]([CH3:3])[C:8]=1[C:9]1[CH:14]=[CH:13][N:12]=[C:11]([NH:15][C:16]2[CH:17]=[CH:18][C:19]([S:22](=[O:29])(=[O:28])[NH:23][CH2:24][CH2:25][O:26][CH3:27])=[CH:20][CH:21]=2)[N:10]=1, predict the reactants needed to synthesize it. The reactants are: [Br:1]Br.[CH3:3][N:4]1[C:8]([C:9]2[CH:14]=[CH:13][N:12]=[C:11]([NH:15][C:16]3[CH:21]=[CH:20][C:19]([S:22](=[O:29])(=[O:28])[NH:23][CH2:24][CH2:25][O:26][CH3:27])=[CH:18][CH:17]=3)[N:10]=2)=[CH:7][N:6]=[C:5]1[CH3:30].C(=O)([O-])O.[Na+]. (2) Given the product [CH3:1][O:2][C:3]1[C:4](=[O:16])[N:5]([CH:9]2[CH2:14][CH2:13][CH:12]([N:17]3[CH2:20][CH:19]([NH:21][C:22]([CH2:24][NH:25][C:26](=[O:37])[C:27]4[CH:32]=[CH:31][CH:30]=[C:29]([C:33]([F:36])([F:34])[F:35])[CH:28]=4)=[O:23])[CH2:18]3)[CH2:11][CH2:10]2)[CH:6]=[CH:7][CH:8]=1, predict the reactants needed to synthesize it. The reactants are: [CH3:1][O:2][C:3]1[C:4](=[O:16])[N:5]([CH:9]2[CH2:14][CH2:13][C:12](=O)[CH2:11][CH2:10]2)[CH:6]=[CH:7][CH:8]=1.[NH:17]1[CH2:20][CH:19]([NH:21][C:22]([CH2:24][NH:25][C:26](=[O:37])[C:27]2[CH:32]=[CH:31][CH:30]=[C:29]([C:33]([F:36])([F:35])[F:34])[CH:28]=2)=[O:23])[CH2:18]1. (3) The reactants are: [OH:1][CH2:2][CH:3]1[CH:8]2[O:9][CH:5]([CH2:6][CH2:7]2)[CH:4]1[CH2:10][C:11]1[CH:16]=[C:15]([F:17])[CH:14]=[CH:13][C:12]=1[O:18][CH2:19][C:20]1[CH:25]=[CH:24][CH:23]=[CH:22][CH:21]=1.CC(C)=[O:28].OS(O)(=O)=O.O=[Cr](=O)=O. Given the product [C:2]([CH:3]1[CH:8]2[O:9][CH:5]([CH2:6][CH2:7]2)[CH:4]1[CH2:10][C:11]1[CH:16]=[C:15]([F:17])[CH:14]=[CH:13][C:12]=1[O:18][CH2:19][C:20]1[CH:25]=[CH:24][CH:23]=[CH:22][CH:21]=1)([OH:28])=[O:1], predict the reactants needed to synthesize it. (4) Given the product [NH2:1][C:4]1[CH:5]=[C:6]([CH:33]=[CH:34][CH:35]=1)[CH2:7][N:8]1[CH2:32][CH2:31][C:11]2([N:15]([C:16]3[CH:21]=[CH:20][CH:19]=[C:18]([F:22])[CH:17]=3)[C:14](=[O:23])[N:13]=[C:12]2[NH:24][CH:25]2[CH2:26][CH2:27][CH2:28][CH2:29][CH2:30]2)[CH2:10][CH2:9]1, predict the reactants needed to synthesize it. The reactants are: [N+:1]([C:4]1[CH:5]=[C:6]([CH:33]=[CH:34][CH:35]=1)[CH2:7][N:8]1[CH2:32][CH2:31][C:11]2([N:15]([C:16]3[CH:21]=[CH:20][CH:19]=[C:18]([F:22])[CH:17]=3)[C:14](=[O:23])[N:13]=[C:12]2[NH:24][CH:25]2[CH2:30][CH2:29][CH2:28][CH2:27][CH2:26]2)[CH2:10][CH2:9]1)([O-])=O. (5) Given the product [F:25][C:26]1[C:27](=[O:47])[NH:28][C:29](=[O:46])[N:30]([C@H:32]2[CH2:35][C@@H:34]([CH2:36][CH2:37][OH:38])[CH2:33]2)[CH:31]=1, predict the reactants needed to synthesize it. The reactants are: [Al+3].[Cl-].[Cl-].[Cl-].C1(OC)C=CC=CC=1.N(CC1C=CC(OC)=CC=1)=[N+]=[N-].[F:25][C:26]1[C:27](=[O:47])[NH:28][C:29](=[O:46])[N:30]([C@H:32]2[CH2:35][C@@H:34]([CH2:36][CH2:37][O:38]CC3C=CC=CC=3)[CH2:33]2)[CH:31]=1. (6) Given the product [O:39]1[C:43]2[CH:44]=[CH:45][CH:46]=[CH:47][C:42]=2[CH:41]=[C:40]1[C:6]1[CH:7]=[C:8]2[CH2:14][C@:13]3([CH:19]4[CH2:20][CH2:21][N:16]([CH2:17][CH2:18]4)[CH2:15]3)[O:12][C:9]2=[N:10][CH:11]=1, predict the reactants needed to synthesize it. The reactants are: O1C=CC([C:6]2[CH:7]=[C:8]3[CH2:14][C@:13]4([CH:19]5[CH2:20][CH2:21][N:16]([CH2:17][CH2:18]5)[CH2:15]4)[O:12][C:9]3=[N:10][CH:11]=2)=C1.BrC1C=C2C[C@]3(C4CCN(CC4)C3)OC2=NC=1.[O:39]1[C:43]2[CH:44]=[CH:45][CH:46]=[CH:47][C:42]=2[CH:41]=[C:40]1B(O)O. (7) Given the product [C:1]([O:5][C:6]([NH:8][CH2:9][C@H:10]1[CH2:15][CH2:14][C@H:13]([C:16]([NH:18][C@H:19]([C:20]([NH:66][C:63]2[CH:64]=[CH:65][C:59]3[N:58]=[C:57]([C:56]([F:68])([F:67])[C:55]([F:54])([F:73])[C:69]([F:70])([F:71])[F:72])[NH:61][C:60]=3[CH:62]=2)=[O:22])[CH2:23][C:24]2[CH:25]=[CH:26][C:27]([C:30]3[CH:35]=[CH:34][C:33]([C:36]([NH:37][CH:38]4[CH2:43][CH2:42][N:41]([C:44]([O:46][C:47]([CH3:50])([CH3:48])[CH3:49])=[O:45])[CH2:40][CH2:39]4)=[O:51])=[CH:32][C:31]=3[CH3:52])=[CH:28][CH:29]=2)=[O:17])[CH2:12][CH2:11]1)=[O:7])([CH3:4])([CH3:2])[CH3:3], predict the reactants needed to synthesize it. The reactants are: [C:1]([O:5][C:6]([NH:8][CH2:9][C@H:10]1[CH2:15][CH2:14][C@H:13]([C:16]([NH:18][C@@H:19]([CH2:23][C:24]2[CH:29]=[CH:28][C:27]([C:30]3[CH:35]=[CH:34][C:33]([C:36](=[O:51])[NH:37][CH:38]4[CH2:43][CH2:42][N:41]([C:44]([O:46][C:47]([CH3:50])([CH3:49])[CH3:48])=[O:45])[CH2:40][CH2:39]4)=[CH:32][C:31]=3[CH3:52])=[CH:26][CH:25]=2)[C:20]([OH:22])=O)=[O:17])[CH2:12][CH2:11]1)=[O:7])([CH3:4])([CH3:3])[CH3:2].Cl.[F:54][C:55]([F:73])([C:69]([F:72])([F:71])[F:70])[C:56]([F:68])([F:67])[C:57]1[NH:61][C:60]2[CH:62]=[C:63]([NH2:66])[CH:64]=[CH:65][C:59]=2[N:58]=1.C(N(CC)C(C)C)(C)C.F[P-](F)(F)(F)(F)F.CN(C(ON1C2=NC=CC=C2N=N1)=[N+](C)C)C. (8) The reactants are: [F:1][C:2]1[CH:3]=[CH:4][C:5]([CH2:8][O:9][C:10]2[CH:15]=[CH:14][N:13]([C:16]3[CH:17]=[CH:18][C:19]4[S:28][C:27]5[CH2:26][CH2:25][CH2:24][N:23](C(OC(C)(C)C)=O)[CH2:22][C:21]=5[C:20]=4[CH:36]=3)[C:12](=[O:37])[CH:11]=2)=[N:6][CH:7]=1.[ClH:38]. Given the product [ClH:38].[F:1][C:2]1[CH:3]=[CH:4][C:5]([CH2:8][O:9][C:10]2[CH:15]=[CH:14][N:13]([C:16]3[CH:17]=[CH:18][C:19]4[S:28][C:27]5[CH2:26][CH2:25][CH2:24][NH:23][CH2:22][C:21]=5[C:20]=4[CH:36]=3)[C:12](=[O:37])[CH:11]=2)=[N:6][CH:7]=1, predict the reactants needed to synthesize it. (9) The reactants are: [N+:1]([C:4]1[CH:9]=[CH:8][C:7]([C:10]2([C:13]([O:15][CH2:16][CH3:17])=[O:14])[CH2:12][CH2:11]2)=[CH:6][CH:5]=1)([O-])=O. Given the product [NH2:1][C:4]1[CH:5]=[CH:6][C:7]([C:10]2([C:13]([O:15][CH2:16][CH3:17])=[O:14])[CH2:12][CH2:11]2)=[CH:8][CH:9]=1, predict the reactants needed to synthesize it. (10) Given the product [CH3:12][O:11][C:10]1[CH:2]=[C:3]2[C:7](=[C:8]([O:13][CH3:14])[CH:9]=1)[C:6](=[O:15])[N:5]([CH:16]([C:18]1[CH:19]=[CH:20][C:21]([Cl:24])=[CH:22][CH:23]=1)[CH3:17])[CH2:4]2, predict the reactants needed to synthesize it. The reactants are: Br[C:2]1[C:10]([O:11][CH3:12])=[CH:9][C:8]([O:13][CH3:14])=[C:7]2[C:3]=1[CH2:4][N:5]([CH:16]([C:18]1[CH:23]=[CH:22][C:21]([Cl:24])=[CH:20][CH:19]=1)[CH3:17])[C:6]2=[O:15].C([SnH](CCCC)CCCC)CCC.[F-].[K+].